This data is from Forward reaction prediction with 1.9M reactions from USPTO patents (1976-2016). The task is: Predict the product of the given reaction. Given the reactants [F:1][C:2]([F:12])([F:11])[C:3]1[CH:8]=[CH:7][N:6]=[CH:5][C:4]=1[C:9]#[N:10].N.CO.[H][H], predict the reaction product. The product is: [F:11][C:2]([F:1])([F:12])[C:3]1[CH:8]=[CH:7][N:6]=[CH:5][C:4]=1[CH2:9][NH2:10].